Task: Predict the product of the given reaction.. Dataset: Forward reaction prediction with 1.9M reactions from USPTO patents (1976-2016) (1) Given the reactants [N+:1]([C:4]1[CH:11]=[CH:10][C:7]([CH2:8]Br)=[CH:6][CH:5]=1)([O-:3])=[O:2].[CH2:12]([O:19][C:20]([CH2:22]N1CCCN2CCCN(CCCN([CH2:22][C:20]([O:19][CH2:12][C:13]3C=CC=CC=3)=[O:21])CC2)CC1)=[O:21])[C:13]1C=CC=CC=1.[C:51]([O-:54])([O-:53])=O.[K+].[K+].[CH3:57][C:58](C)=O, predict the reaction product. The product is: [N+:1]([C:4]1[CH:11]=[CH:10][C:7]([CH2:8][CH:22]([C:20]([O:19][CH2:12][CH3:13])=[O:21])[C:51]([O:54][CH2:57][CH3:58])=[O:53])=[CH:6][CH:5]=1)([O-:3])=[O:2]. (2) Given the reactants [Li+].C[Si]([N-][Si](C)(C)C)(C)C.[N:11]1[CH:16]=[C:15]([N:17]=[C:18]([NH2:34])[C:19]2[CH:24]=[CH:23][C:22]([N:25]3[C:29]4=[N:30][CH:31]=[CH:32][CH:33]=[C:28]4[CH:27]=[CH:26]3)=[CH:21][CH:20]=2)[CH:14]=[N:13][CH:12]=1.Br[CH2:36][C:37]([C:39]1[S:40][CH:41]=[CH:42][N:43]=1)=O.O, predict the reaction product. The product is: [N:11]1[CH:16]=[C:15]([N:17]2[CH:36]=[C:37]([C:39]3[S:40][CH:41]=[CH:42][N:43]=3)[N:34]=[C:18]2[C:19]2[CH:24]=[CH:23][C:22]([N:25]3[C:29]4=[N:30][CH:31]=[CH:32][CH:33]=[C:28]4[CH:27]=[CH:26]3)=[CH:21][CH:20]=2)[CH:14]=[N:13][CH:12]=1. (3) Given the reactants [O:1]=[C:2]([N:6]1[CH2:11][CH2:10][CH:9]([O:12][C:13]2[CH:18]=[CH:17][C:16]([CH3:19])=[CH:15][CH:14]=2)[CH2:8][CH2:7]1)[C:3]([OH:5])=O.[NH2:20][C:21]1[CH:30]=[CH:29][C:24]2[NH:25][C:26](=[O:28])[O:27][C:23]=2[CH:22]=1, predict the reaction product. The product is: [O:1]=[C:2]([N:6]1[CH2:11][CH2:10][CH:9]([O:12][C:13]2[CH:18]=[CH:17][C:16]([CH3:19])=[CH:15][CH:14]=2)[CH2:8][CH2:7]1)[C:3]([NH:20][C:21]1[CH:30]=[CH:29][C:24]2[NH:25][C:26](=[O:28])[O:27][C:23]=2[CH:22]=1)=[O:5]. (4) Given the reactants [NH2:1][N:2]1[C:7](=[O:8])[C:6]([C:9]2[NH:14][C:13]3[CH:15]=[CH:16][CH:17]=[CH:18][C:12]=3[S:11](=[O:20])(=[O:19])[N:10]=2)=[C:5]([OH:21])[C:4]2[S:22][CH:23]=[CH:24][C:3]1=2.[N:25]1[CH:30]=[CH:29][CH:28]=[CH:27][C:26]=1[CH:31]=O, predict the reaction product. The product is: [O:19]=[S:11]1(=[O:20])[C:12]2[CH:18]=[CH:17][CH:16]=[CH:15][C:13]=2[NH:14][C:9]([C:6]2[C:7](=[O:8])[N:2]([N:1]=[CH:31][C:26]3[CH:27]=[CH:28][CH:29]=[CH:30][N:25]=3)[C:3]3[CH:24]=[CH:23][S:22][C:4]=3[C:5]=2[OH:21])=[N:10]1. (5) Given the reactants [CH:1]12[CH:10]3[CH2:11][CH:7]([CH2:8][CH2:9]3)[CH:6]1[CH:5]1[CH2:12][CH:2]2[CH:3]=[CH:4]1.[C:13]([C:16]1([CH2:23][C:24]([OH:26])=[O:25])[CH2:21][CH:20]2[CH2:22][CH:17]1[CH:18]=[CH:19]2)([OH:15])=[O:14], predict the reaction product. The product is: [CH:1]12[CH:10]3[CH2:11][CH:7]([CH2:8][CH2:9]3)[CH:6]1[CH:5]1[CH2:12][CH:2]2[CH:3]=[CH:4]1.[C:13]([C:16]1([CH2:23][C:24]([OH:26])=[O:25])[CH2:21][CH:20]2[CH2:22][CH:17]1[CH:18]=[CH:19]2)([OH:15])=[O:14]. (6) Given the reactants [NH3:1].[C:2](=[O:4])=[O:3].[OH2:5], predict the reaction product. The product is: [C:2](=[O:5])([O-:4])[O-:3].[NH4+:1].[NH4+:1].[C:2](=[O:5])([OH:4])[O-:3].[NH4+:1].